This data is from Peptide-MHC class I binding affinity with 185,985 pairs from IEDB/IMGT. The task is: Regression. Given a peptide amino acid sequence and an MHC pseudo amino acid sequence, predict their binding affinity value. This is MHC class I binding data. The peptide sequence is ALDLSHFLK. The MHC is HLA-A31:01 with pseudo-sequence HLA-A31:01. The binding affinity (normalized) is 0.350.